From a dataset of Peptide-MHC class II binding affinity with 134,281 pairs from IEDB. Regression. Given a peptide amino acid sequence and an MHC pseudo amino acid sequence, predict their binding affinity value. This is MHC class II binding data. The peptide sequence is GAATAGTTVYGAFAA. The MHC is HLA-DPA10103-DPB10401 with pseudo-sequence HLA-DPA10103-DPB10401. The binding affinity (normalized) is 0.166.